From a dataset of Catalyst prediction with 721,799 reactions and 888 catalyst types from USPTO. Predict which catalyst facilitates the given reaction. (1) Reactant: [CH2:1]([C:9]([CH2:20][CH2:21][CH2:22][CH2:23][CH2:24][CH2:25][CH2:26][CH3:27])(C(OCC)=O)[C:10]([O:12]CC)=[O:11])[CH2:2][CH2:3][CH2:4][CH2:5][CH2:6][CH2:7][CH3:8].[OH-].[K+].Cl. Product: [CH2:20]([CH:9]([CH2:1][CH2:2][CH2:3][CH2:4][CH2:5][CH2:6][CH2:7][CH3:8])[C:10]([OH:12])=[O:11])[CH2:21][CH2:22][CH2:23][CH2:24][CH2:25][CH2:26][CH3:27]. The catalyst class is: 6. (2) The catalyst class is: 11. Product: [C:4]([O:3][C:1](=[O:2])[N:8]([CH:12]1[C:20]2[C:15](=[CH:16][CH:17]=[C:18]([N:21]=[C:24]=[O:26])[CH:19]=2)[CH2:14][CH2:13]1)[CH2:9][C:10]#[CH:11])([CH3:6])([CH3:7])[CH3:5]. Reactant: [C:1]([N:8]([CH:12]1[C:20]2[C:15](=[CH:16][CH:17]=[C:18]([NH2:21])[CH:19]=2)[CH2:14][CH2:13]1)[CH2:9][C:10]#[CH:11])([O:3][C:4]([CH3:7])([CH3:6])[CH3:5])=[O:2].C.Cl[C:24](Cl)([O:26]C(=O)OC(Cl)(Cl)Cl)Cl. (3) Reactant: [Br:1][C:2]1[CH:3]=[C:4](/[CH:9]=[CH:10]/[C:11]([NH:13][C:14]2([C:20]([NH:22][CH2:23][CH2:24][C:25]3[C:33]4[C:28](=[CH:29][CH:30]=[C:31]([F:34])[CH:32]=4)[NH:27][CH:26]=3)=[O:21])[CH2:19]CN[CH2:16][CH2:15]2)=[O:12])[CH:5]=[CH:6][C:7]=1[F:8].C[Si]([N:39]=[C:40]=[O:41])(C)C.[CH3:42][CH:43](O)C. Product: [Br:1][C:2]1[CH:3]=[C:4](/[CH:9]=[CH:10]/[C:11]([NH:13][C:14]2([C:20]([NH:22][CH2:23][CH2:24][C:25]3[C:33]4[C:28](=[CH:29][CH:30]=[C:31]([F:34])[CH:32]=4)[NH:27][CH:26]=3)=[O:21])[CH2:19][CH2:43][CH:42]([C:40]([NH2:39])=[O:41])[CH2:16][CH2:15]2)=[O:12])[CH:5]=[CH:6][C:7]=1[F:8]. The catalyst class is: 2. (4) Reactant: [CH2:1]([O:3][C:4](=[O:32])[C@@H:5]([OH:31])[CH2:6][C:7]1[CH:12]=[CH:11][C:10]([O:13][CH2:14][CH2:15][CH2:16][O:17][C:18]2[CH:23]=[CH:22][C:21]([O:24][C:25]3[CH:30]=[CH:29][CH:28]=[CH:27][CH:26]=3)=[CH:20][CH:19]=2)=[CH:9][CH:8]=1)[CH3:2].[CH2:33](I)[CH3:34]. Product: [CH2:1]([O:3][C:4](=[O:32])[CH:5]([O:31][CH2:33][CH3:34])[CH2:6][C:7]1[CH:12]=[CH:11][C:10]([O:13][CH2:14][CH2:15][CH2:16][O:17][C:18]2[CH:19]=[CH:20][C:21]([O:24][C:25]3[CH:26]=[CH:27][CH:28]=[CH:29][CH:30]=3)=[CH:22][CH:23]=2)=[CH:9][CH:8]=1)[CH3:2]. The catalyst class is: 4.